Dataset: NCI-60 drug combinations with 297,098 pairs across 59 cell lines. Task: Regression. Given two drug SMILES strings and cell line genomic features, predict the synergy score measuring deviation from expected non-interaction effect. (1) Drug 1: COC1=C(C=C2C(=C1)N=CN=C2NC3=CC(=C(C=C3)F)Cl)OCCCN4CCOCC4. Drug 2: CC1=C(C=C(C=C1)NC(=O)C2=CC=C(C=C2)CN3CCN(CC3)C)NC4=NC=CC(=N4)C5=CN=CC=C5. Cell line: NCI/ADR-RES. Synergy scores: CSS=29.0, Synergy_ZIP=-1.17, Synergy_Bliss=5.10, Synergy_Loewe=0.0613, Synergy_HSA=4.40. (2) Drug 1: CN(CCCl)CCCl.Cl. Drug 2: C1CCC(C(C1)N)N.C(=O)(C(=O)[O-])[O-].[Pt+4]. Cell line: A549. Synergy scores: CSS=28.5, Synergy_ZIP=1.24, Synergy_Bliss=3.16, Synergy_Loewe=-3.41, Synergy_HSA=5.37.